From a dataset of Full USPTO retrosynthesis dataset with 1.9M reactions from patents (1976-2016). Predict the reactants needed to synthesize the given product. (1) Given the product [ClH:1].[NH2:2][CH:4]1[CH2:9][CH2:8][O:7][CH:6]([CH3:10])[CH2:5]1, predict the reactants needed to synthesize it. The reactants are: [ClH:1].[NH:2]([CH:4]1[CH2:9][CH2:8][O:7][CH:6]([CH3:10])[CH2:5]1)N.C(O)C.[OH-].[Na+].Cl. (2) Given the product [Cl:24][C:17]1[N:18]=[C:19]([CH2:20][CH2:21][CH3:22])[C:14]([CH2:13][N:9]2[CH:10]=[CH:11][N:12]=[C:8]2[C:6]2[CH:5]=[CH:4][CH:3]=[C:2]([F:1])[N:7]=2)=[N:15][CH:16]=1, predict the reactants needed to synthesize it. The reactants are: [F:1][C:2]1[N:7]=[C:6]([C:8]2[N:9]([CH2:13][C:14]3[N:15]=[CH:16][C:17](N)=[N:18][C:19]=3[CH2:20][CH2:21][CH3:22])[CH:10]=[CH:11][N:12]=2)[CH:5]=[CH:4][CH:3]=1.[Cl:24]CC=O.C(OCC)(=O)C. (3) Given the product [Br:33][CH2:34][CH2:35][CH2:36][CH2:37][O:9][C:7]1[CH:6]=[CH:5][C:4]([C:10]2[N:14]=[C:13]([C:15]3[CH:16]=[CH:17][C:18]([O:23][CH:24]([CH3:25])[CH3:26])=[C:19]([CH:22]=3)[C:20]#[N:21])[O:12][N:11]=2)=[C:3]([CH2:1][CH3:2])[CH:8]=1, predict the reactants needed to synthesize it. The reactants are: [CH2:1]([C:3]1[CH:8]=[C:7]([OH:9])[CH:6]=[CH:5][C:4]=1[C:10]1[N:14]=[C:13]([C:15]2[CH:16]=[CH:17][C:18]([O:23][CH:24]([CH3:26])[CH3:25])=[C:19]([CH:22]=2)[C:20]#[N:21])[O:12][N:11]=1)[CH3:2].C(=O)([O-])[O-].[K+].[K+].[Br:33][CH2:34][CH2:35][CH2:36][CH2:37]Br. (4) Given the product [CH2:16]([NH:1][C:2]1[CH:15]=[CH:14][C:5]([C:6]([NH:8][C:9]2[S:10][CH:11]=[CH:12][N:13]=2)=[O:7])=[CH:4][CH:3]=1)[CH2:17][CH3:18], predict the reactants needed to synthesize it. The reactants are: [NH2:1][C:2]1[CH:15]=[CH:14][C:5]([C:6]([NH:8][C:9]2[S:10][CH:11]=[CH:12][N:13]=2)=[O:7])=[CH:4][CH:3]=1.[CH:16](=O)[CH2:17][CH3:18].C(O)(=O)C.[BH-](OC(C)=O)(OC(C)=O)OC(C)=O.[Na+].